Dataset: Catalyst prediction with 721,799 reactions and 888 catalyst types from USPTO. Task: Predict which catalyst facilitates the given reaction. Product: [BrH:41].[CH:1]1([N:7]2[C:12](=[O:13])[C:11]([C:14]([NH:16][CH2:17][C:18]([OH:20])=[O:19])=[O:15])=[C:10]([OH:23])[N:9]([CH:24]3[CH2:29][CH2:28][CH2:27][NH:26][CH2:25]3)[C:8]2=[O:40])[CH2:6][CH2:5][CH2:4][CH2:3][CH2:2]1. Reactant: [CH:1]1([N:7]2[C:12](=[O:13])[C:11]([C:14]([NH:16][CH2:17][C:18]([O:20]CC)=[O:19])=[O:15])=[C:10]([OH:23])[N:9]([CH:24]3[CH2:29][CH2:28][CH2:27][N:26](C(OCC4C=CC=CC=4)=O)[CH2:25]3)[C:8]2=[O:40])[CH2:6][CH2:5][CH2:4][CH2:3][CH2:2]1.[BrH:41]. The catalyst class is: 86.